From a dataset of Full USPTO retrosynthesis dataset with 1.9M reactions from patents (1976-2016). Predict the reactants needed to synthesize the given product. (1) Given the product [C:1]([C:3]1[CH:4]=[C:5]([C:9]2([CH2:28][O:29][CH2:30][CH:31]=[CH2:32])[C:13](=[O:14])[N:12]([C:15]3[CH:22]=[CH:21][C:18]([C:19]#[N:20])=[C:17]([C:23]([F:26])([F:24])[F:25])[CH:16]=3)[C:11](=[O:27])[N:10]2[CH3:33])[CH:6]=[CH:7][CH:8]=1)#[N:2], predict the reactants needed to synthesize it. The reactants are: [C:1]([C:3]1[CH:4]=[C:5]([C:9]2([CH2:28][O:29][CH2:30][CH:31]=[CH2:32])[C:13](=[O:14])[N:12]([C:15]3[CH:22]=[CH:21][C:18]([C:19]#[N:20])=[C:17]([C:23]([F:26])([F:25])[F:24])[CH:16]=3)[C:11](=[O:27])[NH:10]2)[CH:6]=[CH:7][CH:8]=1)#[N:2].[C:33](=O)([O-])[O-].[K+].[K+].CI. (2) The reactants are: [O:1]1CCO[CH2:3][CH2:2]1.[Cl:7][C:8]1[N:9]=[N:10][C:11](Cl)=[CH:12][CH:13]=1.C([Sn](CCCC)(CCCC)C(OCC)=C)CCC.C1C(=O)N([Br:40])C(=O)C1. Given the product [Br:40][CH2:3][C:2]([C:11]1[N:10]=[N:9][C:8]([Cl:7])=[CH:13][CH:12]=1)=[O:1], predict the reactants needed to synthesize it. (3) Given the product [C:1]([O:5][C:6]([N:8]1[CH2:13][CH2:12][CH:11]([O:14][C:15]2[C:20]([NH2:21])=[C:19]([NH:24][C:25]3[CH:26]=[CH:27][C:28]([S:31]([CH3:34])(=[O:33])=[O:32])=[CH:29][CH:30]=3)[N:18]=[CH:17][N:16]=2)[CH2:10][CH2:9]1)=[O:7])([CH3:4])([CH3:3])[CH3:2], predict the reactants needed to synthesize it. The reactants are: [C:1]([O:5][C:6]([N:8]1[CH2:13][CH2:12][CH:11]([O:14][C:15]2[C:20]([N+:21]([O-])=O)=[C:19]([NH:24][C:25]3[CH:30]=[CH:29][C:28]([S:31]([CH3:34])(=[O:33])=[O:32])=[CH:27][CH:26]=3)[N:18]=[CH:17][N:16]=2)[CH2:10][CH2:9]1)=[O:7])([CH3:4])([CH3:3])[CH3:2]. (4) Given the product [CH:3]1([CH2:2][C:12]([C:13]2[CH:18]=[CH:17][CH:16]=[CH:15][CH:14]=2)=[O:19])[CH2:8][CH2:7][CH2:6][CH2:5][CH2:4]1, predict the reactants needed to synthesize it. The reactants are: Br[CH2:2][CH:3]1[CH2:8][CH2:7][CH2:6][CH2:5][CH2:4]1.CON(C)[C:12](=[O:19])[C:13]1[CH:18]=[CH:17][CH:16]=[CH:15][CH:14]=1. (5) The reactants are: [CH2:1]([O:3][C:4]1[CH:5]=[C:6]([CH:9]=[CH:10][CH:11]=1)[CH2:7][OH:8])[CH3:2].[CH3:12][S:13](Cl)(=[O:15])=[O:14].C(N(CC)CC)C.O. Given the product [CH3:12][S:13]([O:8][CH2:7][C:6]1[CH:9]=[CH:10][CH:11]=[C:4]([O:3][CH2:1][CH3:2])[CH:5]=1)(=[O:15])=[O:14], predict the reactants needed to synthesize it. (6) Given the product [Cl:5][C:6]1[N:14]=[CH:13][N:12]=[C:11]2[C:7]=1[N:8]=[CH:9][N:10]2[C@H:15]1[C@@H:19]2[O:20][C:21]([CH3:24])([CH3:23])[O:22][C@H:18]2[C@@H:17]([C:25]([NH:10][CH2:15][CH:19]([OH:20])[CH3:18])=[O:26])[O:16]1, predict the reactants needed to synthesize it. The reactants are: S(Cl)(Cl)=O.[Cl:5][C:6]1[N:14]=[CH:13][N:12]=[C:11]2[C:7]=1[N:8]=[CH:9][N:10]2[C@H:15]1[C@@H:19]2[O:20][C:21]([CH3:24])([CH3:23])[O:22][C@@H:18]2[C@@H:17]([C:25](O)=[O:26])[O:16]1. (7) Given the product [CH2:13]([O:15][C:16](=[O:20])/[CH:17]=[C:18](/[O:11][C:6]1[C:7]([F:10])=[CH:8][CH:9]=[C:4]([O:3][CH2:1][CH3:2])[C:5]=1[F:12])\[CH3:19])[CH3:14], predict the reactants needed to synthesize it. The reactants are: [CH2:1]([O:3][C:4]1[C:5]([F:12])=[C:6]([OH:11])[C:7]([F:10])=[CH:8][CH:9]=1)[CH3:2].[CH2:13]([O:15][C:16](=[O:20])[C:17]#[C:18][CH3:19])[CH3:14].N12CCCN=C1CCCCC2. (8) Given the product [Br:1][C:2]1[CH:8]=[CH:7][C:5]([NH:6][C:18](=[O:20])[CH3:19])=[C:4]([CH2:9][CH3:10])[CH:3]=1, predict the reactants needed to synthesize it. The reactants are: [Br:1][C:2]1[CH:8]=[CH:7][C:5]([NH2:6])=[C:4]([CH2:9][CH3:10])[CH:3]=1.C(N(CC)CC)C.[C:18](Cl)(=[O:20])[CH3:19].O. (9) Given the product [C:41]([C:40]([NH:39][C:16](=[O:18])[CH:15]([O:14][C:10]1[CH:9]=[CH:8][C:7]2[C:12](=[CH:13][C:4]([O:3][CH2:1][CH3:2])=[CH:5][CH:6]=2)[CH:11]=1)[CH2:19][CH3:20])([CH3:44])[CH3:43])#[N:42], predict the reactants needed to synthesize it. The reactants are: [CH2:1]([O:3][C:4]1[CH:13]=[C:12]2[C:7]([CH:8]=[CH:9][C:10]([O:14][CH:15]([CH2:19][CH3:20])[C:16]([OH:18])=O)=[CH:11]2)=[CH:6][CH:5]=1)[CH3:2].[I-].ClC1C=CC=C[N+]=1C.C(N(CC)C(C)C)(C)C.[NH2:39][C:40]([CH3:44])([CH3:43])[C:41]#[N:42].